The task is: Predict which catalyst facilitates the given reaction.. This data is from Catalyst prediction with 721,799 reactions and 888 catalyst types from USPTO. (1) Reactant: [CH3:1][O:2][C:3]1[CH:12]=[C:11]2[C:6]([CH2:7][CH2:8][C:9](=O)[CH2:10]2)=[CH:5][CH:4]=1.O=C[C@@H]([C@H]([C@@H]([C@@H](CO)O)O)O)O.C1C=[N+:30]([C@@H]2O[C@H](COP(OP(OC[C@H]3O[C@@H](N4C5N=CN=C(N)C=5N=C4)[C@H](O)[C@@H]3O)(O)=O)(O)=O)[C@@H](O)[C@H]2O)C=C(C(N)=O)C=1.P([O-])([O-])([O-])=O.N[C@H](C(O)=O)C.CC1N=CC(COP(O)(O)=O)=C(C=O)C=1O.[OH-].[Na+].COC1C=C2C(CCC(N)C2)=CC=1. Product: [CH3:1][O:2][C:3]1[CH:12]=[C:11]2[C:6]([CH2:7][CH2:8][C@H:9]([NH2:30])[CH2:10]2)=[CH:5][CH:4]=1. The catalyst class is: 6. (2) Reactant: [C:1]([O:5][C:6]([N:8]1[CH2:13][CH2:12][NH:11][CH2:10][CH2:9]1)=[O:7])([CH3:4])([CH3:3])[CH3:2].[N+:14]([C:17]1[CH:25]=[CH:24][CH:23]=[CH:22][C:18]=1[C:19](Cl)=[O:20])([O-:16])=[O:15]. Product: [C:1]([O:5][C:6]([N:8]1[CH2:13][CH2:12][N:11]([C:19](=[O:20])[C:18]2[CH:22]=[CH:23][CH:24]=[CH:25][C:17]=2[N+:14]([O-:16])=[O:15])[CH2:10][CH2:9]1)=[O:7])([CH3:4])([CH3:2])[CH3:3]. The catalyst class is: 2. (3) Reactant: [S:1]1[CH:5]=[CH:4][CH:3]=[C:2]1[C:6]([NH:8][C:9]1[CH:10]=[CH:11][CH:12]=[C:13]2[C:17]=1[NH:16][C:15]([C:18]([OH:20])=O)=[CH:14]2)=[O:7].C[N:22](C)C=O.Cl.CN(C)CCCN=C=NCC. Product: [S:1]1[CH:5]=[CH:4][CH:3]=[C:2]1[C:6]([NH:8][C:9]1[CH:10]=[CH:11][CH:12]=[C:13]2[C:17]=1[NH:16][C:15]([C:18]([NH2:22])=[O:20])=[CH:14]2)=[O:7]. The catalyst class is: 13. (4) Reactant: [Br:1]Br.[CH3:3][N:4]([CH3:22])[C@H:5]1[CH2:14][CH2:13][C:12]2[C:11]([NH:15][C:16](=[O:21])[C:17]([OH:20])([CH3:19])[CH3:18])=[CH:10][CH:9]=[CH:8][C:7]=2[CH2:6]1. Product: [Br:1][C:8]1[C:7]2[CH2:6][C@@H:5]([N:4]([CH3:3])[CH3:22])[CH2:14][CH2:13][C:12]=2[C:11]([NH:15][C:16](=[O:21])[C:17]([OH:20])([CH3:19])[CH3:18])=[CH:10][CH:9]=1. The catalyst class is: 52. (5) Reactant: C[O:2][C:3](=[O:29])[C:4]1[CH:9]=[CH:8][C:7]([C:10]2[N:11]([CH3:28])[N:12]=[C:13]([CH3:27])[C:14]=2[NH:15][C:16]([O:18][C@@H:19]([C:21]2[CH:26]=[CH:25][CH:24]=[CH:23][CH:22]=2)[CH3:20])=[O:17])=[CH:6][CH:5]=1.[Li+].[OH-]. Product: [CH3:28][N:11]1[C:10]([C:7]2[CH:6]=[CH:5][C:4]([C:3]([OH:29])=[O:2])=[CH:9][CH:8]=2)=[C:14]([NH:15][C:16]([O:18][C@@H:19]([C:21]2[CH:26]=[CH:25][CH:24]=[CH:23][CH:22]=2)[CH3:20])=[O:17])[C:13]([CH3:27])=[N:12]1. The catalyst class is: 731. (6) Reactant: [CH2:1]([NH2:8])[C:2]1[CH:7]=[CH:6][CH:5]=[CH:4][CH:3]=1.C([CH:11]([C:15](Cl)=[O:16])[C:12](Cl)=[O:13])C.C(N([CH2:23][CH3:24])CC)C.C(=O)(O)[O-:26].[Na+]. Product: [O:16]=[C:15]([NH:8][CH2:1][C:2]1[CH:7]=[CH:6][CH:5]=[CH:4][CH:3]=1)[CH2:11][C:12]([O:13][CH2:23][CH3:24])=[O:26]. The catalyst class is: 4. (7) Product: [CH2:7]([C:5]1[S:6][C:2]([C:26]([CH2:27][CH3:28])([OH:31])[CH2:25][CH3:24])=[CH:3][C:4]=1[C:9]([O:11][CH2:12][CH3:13])=[O:10])[CH3:8]. Reactant: Br[C:2]1[S:6][C:5]([CH2:7][CH3:8])=[C:4]([C:9]([O:11][CH2:12][CH3:13])=[O:10])[CH:3]=1.C([Mg]Br)(C)C.O1CCCC1.[CH3:24][CH2:25][C:26](=[O:31])[CH2:27][CH2:28]CC.[Cl-].[NH4+]. The catalyst class is: 7. (8) Reactant: [OH:1][CH:2]([CH3:11])[C:3]([C:5]1[CH:10]=[CH:9][CH:8]=[CH:7][CH:6]=1)=[O:4].IC.[C:14]([O-])([O-])=O.[K+].[K+]. Product: [CH3:14][O:1][CH:2]([CH3:11])[C:3]([C:5]1[CH:10]=[CH:9][CH:8]=[CH:7][CH:6]=1)=[O:4]. The catalyst class is: 883. (9) Reactant: [S:1]([N:11]1[C:15]2=[N:16][CH:17]=[C:18]([CH2:20][NH:21][C:22]([C@@H:24]3[CH2:29][CH2:28][CH2:27][N:26]([C:30]([O:32][C:33]([CH3:36])([CH3:35])[CH3:34])=[O:31])[CH2:25]3)=O)[N:19]=[C:14]2[CH:13]=[CH:12]1)([C:4]1[CH:10]=[CH:9][C:7]([CH3:8])=[CH:6][CH:5]=1)(=[O:3])=[O:2].COC1C=CC(P2(SP(C3C=CC(OC)=CC=3)(=S)S2)=[S:46])=CC=1.CCOC(C)=O. Product: [S:1]([N:11]1[C:15]2=[N:16][CH:17]=[C:18]([CH2:20][NH:21][C:22]([C@@H:24]3[CH2:29][CH2:28][CH2:27][N:26]([C:30]([O:32][C:33]([CH3:36])([CH3:35])[CH3:34])=[O:31])[CH2:25]3)=[S:46])[N:19]=[C:14]2[CH:13]=[CH:12]1)([C:4]1[CH:10]=[CH:9][C:7]([CH3:8])=[CH:6][CH:5]=1)(=[O:3])=[O:2]. The catalyst class is: 12.